This data is from Catalyst prediction with 721,799 reactions and 888 catalyst types from USPTO. The task is: Predict which catalyst facilitates the given reaction. Reactant: [Br:1][C:2]1[S:6][C:5]([C:7]([C:10]2[CH:15]=[CH:14][CH:13]=[C:12]([Cl:16])[CH:11]=2)([OH:9])[CH3:8])=[CH:4][CH:3]=1.N1C=CN=C1.[CH3:22][Si:23](Cl)([CH3:25])[CH3:24].C([O-])(O)=O.[Na+]. Product: [Br:1][C:2]1[S:6][C:5]([C:7]([C:10]2[CH:15]=[CH:14][CH:13]=[C:12]([Cl:16])[CH:11]=2)([O:9][Si:23]([CH3:25])([CH3:24])[CH3:22])[CH3:8])=[CH:4][CH:3]=1. The catalyst class is: 3.